From a dataset of Reaction yield outcomes from USPTO patents with 853,638 reactions. Predict the reaction yield, written as a fraction of the theoretical maximum amount of product (1.0 means a 100% yield; for example, 0.34 means a 34% yield). The reactants are [CH:1]12[O:7][CH:6]1[CH2:5][CH2:4][N:3]([C:8]([O:10][C:11]([CH3:14])([CH3:13])[CH3:12])=[O:9])[CH2:2]2.C([O-])([O-])=O.[K+].[K+].[C:21]1([OH:27])[CH:26]=[CH:25][CH:24]=[CH:23][CH:22]=1. The catalyst is CCO. The product is [OH:7][CH:1]1[CH:6]([O:27][C:21]2[CH:26]=[CH:25][CH:24]=[CH:23][CH:22]=2)[CH2:5][CH2:4][N:3]([C:8]([O:10][C:11]([CH3:14])([CH3:13])[CH3:12])=[O:9])[CH2:2]1. The yield is 0.290.